From a dataset of Forward reaction prediction with 1.9M reactions from USPTO patents (1976-2016). Predict the product of the given reaction. Given the reactants Br[C:2]1[S:6][C:5]([N:7]2[CH2:12][CH2:11][O:10][CH2:9][CH2:8]2)=[N:4][CH:3]=1.[S:13]1[C:17]2[CH:18]=[CH:19][CH:20]=[CH:21][C:16]=2[N:15]=[C:14]1[C:22]1[C:23]([NH2:37])=[N:24][CH:25]=[C:26](B2OC(C)(C)C(C)(C)O2)[CH:27]=1.C(=O)([O-])[O-].[K+].[K+], predict the reaction product. The product is: [S:13]1[C:17]2[CH:18]=[CH:19][CH:20]=[CH:21][C:16]=2[N:15]=[C:14]1[C:22]1[C:23]([NH2:37])=[N:24][CH:25]=[C:26]([C:2]2[S:6][C:5]([N:7]3[CH2:12][CH2:11][O:10][CH2:9][CH2:8]3)=[N:4][CH:3]=2)[CH:27]=1.